From a dataset of Peptide-MHC class II binding affinity with 134,281 pairs from IEDB. Regression. Given a peptide amino acid sequence and an MHC pseudo amino acid sequence, predict their binding affinity value. This is MHC class II binding data. The peptide sequence is PAEILRKSRRFAQALPVWAR. The MHC is DRB1_0802 with pseudo-sequence DRB1_0802. The binding affinity (normalized) is 0.845.